This data is from Peptide-MHC class II binding affinity with 134,281 pairs from IEDB. The task is: Regression. Given a peptide amino acid sequence and an MHC pseudo amino acid sequence, predict their binding affinity value. This is MHC class II binding data. (1) The peptide sequence is NPRQAYANYRDIDLG. The MHC is HLA-DPA10103-DPB10301 with pseudo-sequence HLA-DPA10103-DPB10301. The binding affinity (normalized) is 0.0791. (2) The peptide sequence is EQEILNYMSPHHKKL. The MHC is HLA-DQA10601-DQB10402 with pseudo-sequence HLA-DQA10601-DQB10402. The binding affinity (normalized) is 0.388.